Dataset: Reaction yield outcomes from USPTO patents with 853,638 reactions. Task: Predict the reaction yield, written as a fraction of the theoretical maximum amount of product (1.0 means a 100% yield; for example, 0.34 means a 34% yield). The reactants are B.CB1[N:7]2[CH2:8][CH2:9][CH2:10][C@@H]2C(C2C=CC=CC=2)(C2C=CC=CC=2)O1.[Cl:23][CH2:24][CH2:25]C(C1C=CON=1)=O.[CH3:33][OH:34].[O:35]1CCCC1. No catalyst specified. The product is [Cl:23][CH2:24][CH2:25][C@@H:33]([C:10]1[O:35][N:7]=[CH:8][CH:9]=1)[OH:34]. The yield is 0.130.